Predict the product of the given reaction. From a dataset of Forward reaction prediction with 1.9M reactions from USPTO patents (1976-2016). (1) Given the reactants S(Cl)([Cl:3])=O.O[CH2:6][C:7]1[C:16]2[C:11](=[CH:12][CH:13]=[CH:14][CH:15]=2)[CH:10]=[CH:9][N:8]=1.O.[NH4+].[OH-], predict the reaction product. The product is: [Cl:3][CH2:6][C:7]1[C:16]2[C:11](=[CH:12][CH:13]=[CH:14][CH:15]=2)[CH:10]=[CH:9][N:8]=1. (2) Given the reactants [BH4-].[Na+].[Cl:3][C:4]1[C:9]([CH:10]=[O:11])=[CH:8][C:7]([CH3:12])=[CH:6][N:5]=1, predict the reaction product. The product is: [Cl:3][C:4]1[C:9]([CH2:10][OH:11])=[CH:8][C:7]([CH3:12])=[CH:6][N:5]=1. (3) Given the reactants [Cl:1][C:2]1[CH:7]=[C:6]([C:8]#[C:9][C:10]2[N:11]=[C:12]([CH3:15])[NH:13][CH:14]=2)[CH:5]=[CH:4][N:3]=1.Cl[C:17]1[CH:22]=[N:21][CH:20]=[CH:19][N:18]=1, predict the reaction product. The product is: [Cl:1][C:2]1[CH:7]=[C:6]([C:8]#[C:9][C:10]2[N:11]=[C:12]([CH3:15])[N:13]([C:17]3[CH:22]=[N:21][CH:20]=[CH:19][N:18]=3)[CH:14]=2)[CH:5]=[CH:4][N:3]=1. (4) Given the reactants [Cl:1][C:2]1[CH:3]=[C:4]([C:12]2[S:16][C:15]([C:17]3[C:18]([CH2:31][CH3:32])=[C:19]([CH:28]=[CH:29][CH:30]=3)[CH2:20][N:21]3[CH2:24][CH:23]([C:25]([OH:27])=[O:26])[CH2:22]3)=[N:14][N:13]=2)[CH:5]=[CH:6][C:7]=1[O:8][CH:9]([CH3:11])[CH3:10].[OH:33][S:34]([OH:37])(=[O:36])=[O:35], predict the reaction product. The product is: [S:34]([O-:37])([OH:36])(=[O:35])=[O:33].[C:25]([CH:23]1[CH2:24][NH+:21]([CH2:20][C:19]2[CH:28]=[CH:29][CH:30]=[C:17]([C:15]3[S:16][C:12]([C:4]4[CH:5]=[CH:6][C:7]([O:8][CH:9]([CH3:10])[CH3:11])=[C:2]([Cl:1])[CH:3]=4)=[N:13][N:14]=3)[C:18]=2[CH2:31][CH3:32])[CH2:22]1)([OH:27])=[O:26]. (5) Given the reactants [NH2:1][C:2]1[CH:11]=[CH:10][C:5]([C:6]([O:8][CH3:9])=[O:7])=[CH:4][CH:3]=1.[I:12]Cl.C(=O)([O-])O.[Na+], predict the reaction product. The product is: [NH2:1][C:2]1[CH:3]=[CH:4][C:5]([C:6]([O:8][CH3:9])=[O:7])=[CH:10][C:11]=1[I:12]. (6) Given the reactants [OH:1][C:2]1[CH:7]=[CH:6][C:5]([C:8]([F:11])([F:10])[F:9])=[CH:4][CH:3]=1.[C:12]([O-])([O-])=O.[K+].[K+].CI, predict the reaction product. The product is: [CH3:12][O:1][C:2]1[CH:7]=[CH:6][C:5]([C:8]([F:9])([F:10])[F:11])=[CH:4][CH:3]=1. (7) Given the reactants [CH2:1]([S:4]([NH:7][C@@H:8]([C:13]([NH:15][C@H:16]([C:20]([NH:22][CH2:23][C:24]1[CH:29]=[CH:28][C:27]([C:30]#[N:31])=[CH:26][CH:25]=1)=[O:21])[CH2:17][NH:18][CH3:19])=[O:14])[C@@H:9]([CH2:11][CH3:12])[CH3:10])(=[O:6])=[O:5])[CH2:2][CH3:3].O1CCCC1.[O-:37][C:38]#[N:39].[K+], predict the reaction product. The product is: [CH2:1]([S:4]([NH:7][C@@H:8]([C:13]([NH:15][C@H:16]([C:20]([NH:22][CH2:23][C:24]1[CH:25]=[CH:26][C:27]([C:30]#[N:31])=[CH:28][CH:29]=1)=[O:21])[CH2:17][N:18]([C:38]([NH2:39])=[O:37])[CH3:19])=[O:14])[C@@H:9]([CH2:11][CH3:12])[CH3:10])(=[O:6])=[O:5])[CH2:2][CH3:3].